Predict which catalyst facilitates the given reaction. From a dataset of Catalyst prediction with 721,799 reactions and 888 catalyst types from USPTO. (1) Reactant: [NH2:1][CH2:2][C:3]1[C:10]([F:11])=[CH:9][C:6]([C:7]#[N:8])=[C:5]([F:12])[CH:4]=1.[C:13](O[C:13]([O:15][C:16]([CH3:19])([CH3:18])[CH3:17])=[O:14])([O:15][C:16]([CH3:19])([CH3:18])[CH3:17])=[O:14]. Product: [F:12][C:5]1[CH:4]=[C:3]([CH2:2][NH:1][C:13]([O:15][C:16]([CH3:19])([CH3:18])[CH3:17])=[O:14])[C:10]([F:11])=[CH:9][C:6]=1[C:7]#[N:8]. The catalyst class is: 1. (2) The catalyst class is: 5. Reactant: [CH3:1][C:2]1[C:3]([CH2:16][C:17]([O:19]C)=[O:18])=[C:4]([CH3:15])[C:5]2[C:13]3[C:8](=[CH:9][CH:10]=[CH:11][CH:12]=3)[NH:7][C:6]=2[N:14]=1.[OH-].[Na+].C(O)(=O)CC(CC(O)=O)(C(O)=O)O. Product: [CH3:1][C:2]1[C:3]([CH2:16][C:17]([OH:19])=[O:18])=[C:4]([CH3:15])[C:5]2[C:13]3[C:8](=[CH:9][CH:10]=[CH:11][CH:12]=3)[NH:7][C:6]=2[N:14]=1. (3) Product: [Cl:20][C:17]1[CH:18]=[CH:19][C:14]([C@@H:13]2[O:12][CH2:11][CH2:10][N:9]([C:22]([O:24][C:25]([CH3:26])([CH3:27])[CH3:28])=[O:23])[CH2:8][C@H:7]2[CH2:6][NH:5][C:3](=[O:4])[CH2:2][N:34]2[CH2:35][CH2:36][C:31]([F:37])([F:30])[CH2:32][CH2:33]2)=[CH:15][C:16]=1[F:21]. Reactant: Cl[CH2:2][C:3]([NH:5][CH2:6][C@H:7]1[C@H:13]([C:14]2[CH:19]=[CH:18][C:17]([Cl:20])=[C:16]([F:21])[CH:15]=2)[O:12][CH2:11][CH2:10][N:9]([C:22]([O:24][C:25]([CH3:28])([CH3:27])[CH3:26])=[O:23])[CH2:8]1)=[O:4].Cl.[F:30][C:31]1([F:37])[CH2:36][CH2:35][NH:34][CH2:33][CH2:32]1.[I-].[K+].C(=O)([O-])[O-].[K+].[K+]. The catalyst class is: 1.